This data is from Reaction yield outcomes from USPTO patents with 853,638 reactions. The task is: Predict the reaction yield, written as a fraction of the theoretical maximum amount of product (1.0 means a 100% yield; for example, 0.34 means a 34% yield). (1) The reactants are [CH2:1]([O:3][C:4](=[O:21])[CH2:5][CH:6]1[CH2:11][CH2:10][N:9]([C:12]2[CH:17]=[CH:16][CH:15]=[CH:14][C:13]=2[N+:18]([O-])=O)[CH2:8][CH2:7]1)[CH3:2]. The catalyst is CO.[Pd]. The product is [CH2:1]([O:3][C:4](=[O:21])[CH2:5][CH:6]1[CH2:7][CH2:8][N:9]([C:12]2[CH:17]=[CH:16][CH:15]=[CH:14][C:13]=2[NH2:18])[CH2:10][CH2:11]1)[CH3:2]. The yield is 0.964. (2) The reactants are [S:1]1[CH:5]=[CH:4][C:3]([S:6]([CH2:9][C:10]#[N:11])(=[O:8])=[O:7])=[CH:2]1.[H-].[Na+].[N:14]([C:17]1[CH:18]=[CH:19][C:20]2[O:24][C:23]([CH3:25])=[CH:22][C:21]=2[CH:26]=1)=[C:15]=S.[NH2:27][C@H:28]1[CH2:34][CH2:33][CH2:32][CH2:31][N:30]([CH2:35][C:36]([N:38]2[CH2:42][CH2:41][CH2:40][CH2:39]2)=[O:37])[C:29]1=[O:43].CCN=C=NCCCN(C)C. The catalyst is CN(C=O)C.CN(C)C1C=CN=CC=1.O. The product is [S:1]1[CH:5]=[CH:4][C:3]([S:6]([C:9]([C:10]#[N:11])=[C:15]([NH:27][C@H:28]2[CH2:34][CH2:33][CH2:32][CH2:31][N:30]([CH2:35][C:36]([N:38]3[CH2:39][CH2:40][CH2:41][CH2:42]3)=[O:37])[C:29]2=[O:43])[NH:14][C:17]2[CH:18]=[CH:19][C:20]3[O:24][C:23]([CH3:25])=[CH:22][C:21]=3[CH:26]=2)(=[O:8])=[O:7])=[CH:2]1. The yield is 0.410. (3) The reactants are [CH3:1][CH:2]([N:4]1[CH2:9][CH2:8][N:7]([C:10]2[CH:15]=[CH:14][C:13]([N+:16]([O-])=O)=[C:12]([O:19][CH3:20])[CH:11]=2)[CH2:6][CH2:5]1)[CH3:3]. The catalyst is CCO. The product is [CH3:3][CH:2]([N:4]1[CH2:5][CH2:6][N:7]([C:10]2[CH:15]=[CH:14][C:13]([NH2:16])=[C:12]([O:19][CH3:20])[CH:11]=2)[CH2:8][CH2:9]1)[CH3:1]. The yield is 0.990. (4) The reactants are [Br:1][C:2]1[CH:3]=[CH:4][C:5]2[N:6]([CH2:16][CH:17]([OH:21])[C:18](O)=[O:19])[C:7]3[C:12]([C:13]=2[CH:14]=1)=[CH:11][C:10]([Br:15])=[CH:9][CH:8]=3.S(Cl)(Cl)=O.[CH3:26][O:27][C:28]1[CH:33]=[CH:32][CH:31]=[C:30]([NH2:34])[CH:29]=1.CCN(CC)CC. The catalyst is C(Cl)Cl. The product is [Br:15][C:10]1[CH:9]=[CH:8][C:7]2[N:6]([CH2:16][CH:17]([OH:21])[C:18]([NH:34][C:30]3[CH:31]=[CH:32][CH:33]=[C:28]([O:27][CH3:26])[CH:29]=3)=[O:19])[C:5]3[C:13]([C:12]=2[CH:11]=1)=[CH:14][C:2]([Br:1])=[CH:3][CH:4]=3. The yield is 0.480. (5) The reactants are [Br:1][C:2]1[CH:3]=[C:4]([CH:7]=[C:8]([F:10])[CH:9]=1)C=O.[CH3:11][N:12]([CH3:16])[CH2:13][CH2:14][NH2:15].CC(O)=O.[BH3-]C#N.[Na+]. The catalyst is CO. The product is [Br:1][C:2]1[CH:3]=[C:4]([NH:15][CH2:14][CH2:13][N:12]([CH3:16])[CH3:11])[CH:7]=[C:8]([F:10])[CH:9]=1. The yield is 0.510. (6) The reactants are [CH2:1]=[C:2]1[CH2:7][CH2:6][N:5]([C:8]2[C:13]([N+:14]([O-:16])=[O:15])=[CH:12][CH:11]=[CH:10][N:9]=2)[CH2:4][CH2:3]1.[N+]([C:20]1C(N2CCC(=O)CC2)=NC=CC=1)([O-])=O. No catalyst specified. The product is [CH3:20][C:10]1[N:9]=[C:8]([N:5]2[CH2:6][CH2:7][C:2](=[CH2:1])[CH2:3][CH2:4]2)[C:13]([N+:14]([O-:16])=[O:15])=[CH:12][CH:11]=1. The yield is 0.620. (7) The reactants are [CH3:1][O:2][C:3]1[CH:44]=[CH:43][CH:42]=[CH:41][C:4]=1[CH2:5][NH:6][C:7]([C:9]1[N:13]([C:14]2[CH:15]=[C:16]([CH:20]3[CH2:25][CH2:24][N:23]([CH2:26][CH2:27][N:28](C)[C:29](=O)OC(C)(C)C)[CH2:22][CH2:21]3)[CH:17]=[CH:18][CH:19]=2)[N:12]=[C:11]([C:37]([F:40])([F:39])[F:38])[CH:10]=1)=[O:8].C(O)(C(F)(F)F)=O. The catalyst is C(Cl)Cl. The product is [CH3:1][O:2][C:3]1[CH:44]=[CH:43][CH:42]=[CH:41][C:4]=1[CH2:5][NH:6][C:7]([C:9]1[N:13]([C:14]2[CH:19]=[CH:18][CH:17]=[C:16]([CH:20]3[CH2:25][CH2:24][N:23]([CH2:26][CH2:27][NH:28][CH3:29])[CH2:22][CH2:21]3)[CH:15]=2)[N:12]=[C:11]([C:37]([F:38])([F:39])[F:40])[CH:10]=1)=[O:8]. The yield is 0.790.